Dataset: Forward reaction prediction with 1.9M reactions from USPTO patents (1976-2016). Task: Predict the product of the given reaction. (1) Given the reactants [CH3:1][N:2]1[C:6]2[CH:7]=[C:8]([C:11](O)=[O:12])[CH:9]=[CH:10][C:5]=2[O:4][C:3]1=[O:14].C(Cl)(=O)C([Cl:18])=O, predict the reaction product. The product is: [CH3:1][N:2]1[C:6]2[CH:7]=[C:8]([C:11]([Cl:18])=[O:12])[CH:9]=[CH:10][C:5]=2[O:4][C:3]1=[O:14]. (2) Given the reactants [CH2:1]([NH:8][C:9]1[C:10]2[N:11]([CH:16]=[CH:17][C:18]=2[Cl:19])[N:12]=[C:13](Cl)[CH:14]=1)[C:2]1[CH:7]=[CH:6][CH:5]=[CH:4][CH:3]=1.[C:20]([NH:24][S:25]([C:28]1[CH:29]=[N:30][CH:31]=[C:32](B2OC(C)(C)C(C)(C)O2)[CH:33]=1)(=[O:27])=[O:26])([CH3:23])([CH3:22])[CH3:21].C([O-])([O-])=O.[Cs+].[Cs+], predict the reaction product. The product is: [CH2:1]([NH:8][C:9]1[C:10]2[N:11]([CH:16]=[CH:17][C:18]=2[Cl:19])[N:12]=[C:13]([C:32]2[CH:33]=[C:28]([S:25]([NH:24][C:20]([CH3:23])([CH3:22])[CH3:21])(=[O:27])=[O:26])[CH:29]=[N:30][CH:31]=2)[CH:14]=1)[C:2]1[CH:7]=[CH:6][CH:5]=[CH:4][CH:3]=1. (3) Given the reactants [Cl:1][C:2]1[C:3]2[C:10]([CH2:11][CH2:12][OH:13])=[CH:9][N:8]([C@@H:14]3[O:29][C@H:28]([CH2:30][O:31][CH2:32][C:33]4[CH:38]=[CH:37][C:36]([Cl:39])=[CH:35][C:34]=4[Cl:40])[C@@H:17]([O:18][CH2:19][C:20]4[CH:25]=[CH:24][C:23]([Cl:26])=[CH:22][C:21]=4[Cl:27])[C@@:15]3([CH3:41])[OH:16])[C:4]=2[N:5]=[CH:6][N:7]=1.C1(P(C2C=CC=CC=2)C2C=CC=CC=2)C=CC=CC=1.O[N:62]1[C:66](=[O:67])[C:65]2=[CH:68][CH:69]=[CH:70][CH:71]=[C:64]2[C:63]1=[O:72].CCOC(/N=N/C(OCC)=O)=O, predict the reaction product. The product is: [Cl:1][C:2]1[C:3]2[C:10]([CH2:11][CH2:12][O:13][N:62]3[C:63](=[O:72])[C:64]4=[CH:71][CH:70]=[CH:69][CH:68]=[C:65]4[C:66]3=[O:67])=[CH:9][N:8]([C@@H:14]3[O:29][C@H:28]([CH2:30][O:31][CH2:32][C:33]4[CH:38]=[CH:37][C:36]([Cl:39])=[CH:35][C:34]=4[Cl:40])[C@@H:17]([O:18][CH2:19][C:20]4[CH:25]=[CH:24][C:23]([Cl:26])=[CH:22][C:21]=4[Cl:27])[C@@:15]3([CH3:41])[OH:16])[C:4]=2[N:5]=[CH:6][N:7]=1. (4) The product is: [F:9][C:7]1[CH:6]=[CH:5][C:3]2[N:4]=[C:13]([SH:15])[S:14][C:2]=2[CH:8]=1. Given the reactants Br[C:2]1[CH:8]=[C:7]([F:9])[CH:6]=[CH:5][C:3]=1[NH2:4].C(O[C:13]([S-:15])=[S:14])C.[K+], predict the reaction product. (5) Given the reactants C([Li])CCC.C(NC(C)C)(C)C.[CH3:13][O:14][C:15]1[C:20]([O:21][CH3:22])=[C:19]([O:23][CH3:24])[CH:18]=[C:17]([CH3:25])[C:16]=1[CH:26]([C:28]1[C:29]([Cl:39])=[N:30][C:31]([Cl:38])=[CH:32][C:33]=1[C:34]([F:37])([F:36])[F:35])[OH:27].[CH:40](=[O:42])[CH3:41], predict the reaction product. The product is: [CH3:13][O:14][C:15]1[C:20]([O:21][CH3:22])=[C:19]([O:23][CH3:24])[CH:18]=[C:17]([CH3:25])[C:16]=1[CH:26]([C:28]1[C:29]([Cl:39])=[N:30][C:31]([Cl:38])=[C:32]([CH:40]([OH:42])[CH3:41])[C:33]=1[C:34]([F:35])([F:37])[F:36])[OH:27]. (6) Given the reactants Cl.C(OC1C([Cl:16])=CC=CC=1C1(OC)CCN(CCC2(O)CCCCC2)CC1)C1C=CC=CC=1.[CH2:34]([O:41][C:42]1[CH:47]=[CH:46][C:45]([CH:48]([C:59]2([OH:65])[CH2:64][CH2:63][CH2:62][CH2:61][CH2:60]2)[C:49]([N:51]2[CH2:56][CH2:55][CH:54]([O:57][CH3:58])[CH2:53][CH2:52]2)=O)=[CH:44][C:43]=1[Cl:66])[C:35]1[CH:40]=[CH:39][CH:38]=[CH:37][CH:36]=1, predict the reaction product. The product is: [ClH:16].[CH2:34]([O:41][C:42]1[CH:47]=[CH:46][C:45]([CH:48]([C:59]2([OH:65])[CH2:64][CH2:63][CH2:62][CH2:61][CH2:60]2)[CH2:49][N:51]2[CH2:52][CH2:53][CH:54]([O:57][CH3:58])[CH2:55][CH2:56]2)=[CH:44][C:43]=1[Cl:66])[C:35]1[CH:36]=[CH:37][CH:38]=[CH:39][CH:40]=1.